From a dataset of Forward reaction prediction with 1.9M reactions from USPTO patents (1976-2016). Predict the product of the given reaction. (1) Given the reactants [C:1]([N:8]1[CH:13]2[CH2:14][O:15][CH2:16][CH:9]1[CH2:10][C:11](=[O:17])[CH2:12]2)([O:3][C:4]([CH3:7])([CH3:6])[CH3:5])=[O:2].[F:18][C:19]([F:38])([F:37])[S:20](N(C1C=CC=CC=1)[S:20]([C:19]([F:38])([F:37])[F:18])(=[O:22])=[O:21])(=[O:22])=[O:21].C[Si]([N-][Si](C)(C)C)(C)C.[Li+], predict the reaction product. The product is: [F:18][C:19]([F:38])([F:37])[S:20]([O:17][C:11]1[CH2:10][CH:9]2[N:8]([C:1]([O:3][C:4]([CH3:7])([CH3:6])[CH3:5])=[O:2])[CH:13]([CH2:14][O:15][CH2:16]2)[CH:12]=1)(=[O:22])=[O:21]. (2) Given the reactants FC(F)(C)[C:3](F)(F)[C:4]([F:16])([F:15])[C:5]([F:14])([F:13])[C:6]([F:12])([F:11])[C:7]([F:10])([F:9])[OH:8], predict the reaction product. The product is: [F:15][C:4]([F:16])([CH3:3])[C:5]([F:13])([F:14])[C:6]([F:11])([F:12])[C:7]([F:10])([F:9])[OH:8]. (3) Given the reactants Cl[C:2]1[CH:23]=[CH:22][CH:21]=[C:20]([Cl:24])[C:3]=1[CH2:4][N:5]1[C:13]2[C:8](=[CH:9][CH:10]=[C:11]([CH2:14][CH2:15][C:16]([OH:18])=[O:17])[CH:12]=2)[C:7]([CH3:19])=[N:6]1.C1(P(C2CCCCC2)C2(C(C)C)CC(C(C)C)=CC(C(C)C)=C2C2C=CC=CC=2)CCCCC1.[CH3:59][N:60](C)C=O, predict the reaction product. The product is: [Cl:24][C:20]1[CH:21]=[CH:22][CH:23]=[C:2]([C:59]#[N:60])[C:3]=1[CH2:4][N:5]1[C:13]2[C:8](=[CH:9][CH:10]=[C:11]([CH2:14][CH2:15][C:16]([OH:18])=[O:17])[CH:12]=2)[C:7]([CH3:19])=[N:6]1. (4) The product is: [Br:1][C:2]1[CH:3]=[CH:4][C:5]([F:11])=[C:6]([CH:10]=1)[C:7]([NH:18][C:19]1[C:24]([F:25])=[CH:23][CH:22]=[C:21]([OH:26])[C:20]=1[F:27])=[O:9]. Given the reactants [Br:1][C:2]1[CH:3]=[CH:4][C:5]([F:11])=[C:6]([CH:10]=1)[C:7]([OH:9])=O.C(Cl)(C(Cl)=O)=O.[NH2:18][C:19]1[C:20]([F:27])=[C:21]([OH:26])[CH:22]=[CH:23][C:24]=1[F:25].C([O-])(O)=O.[Na+], predict the reaction product. (5) Given the reactants [Cl:1][C:2]1[CH:3]=[N:4][C:5]2[C:10]([C:11]=1[CH2:12][CH2:13][C@H:14]1[CH2:19][CH2:18][C@H:17]([NH:20][CH2:21][C:22]3[CH:23]=[CH:24][C:25]4[O:26][CH2:27][C:28](=[O:32])[NH:29][C:30]=4[N:31]=3)[CH2:16][N:15]1[CH2:33][C:34]([O:36]C(C)(C)C)=[O:35])=[N:9][C:8]([O:41][CH3:42])=[CH:7][CH:6]=2.Cl.O1CCOCC1, predict the reaction product. The product is: [Cl:1][C:2]1[CH:3]=[N:4][C:5]2[C:10]([C:11]=1[CH2:12][CH2:13][C@H:14]1[CH2:19][CH2:18][C@H:17]([NH:20][CH2:21][C:22]3[CH:23]=[CH:24][C:25]4[O:26][CH2:27][C:28](=[O:32])[NH:29][C:30]=4[N:31]=3)[CH2:16][N:15]1[CH2:33][C:34]([OH:36])=[O:35])=[N:9][C:8]([O:41][CH3:42])=[CH:7][CH:6]=2. (6) Given the reactants [C:1]([C:3]1[CH:8]=[C:7]([CH3:9])[CH:6]=[CH:5][N:4]=1)#[N:2], predict the reaction product. The product is: [CH3:9][C:7]1[CH:6]=[CH:5][N:4]=[C:3]([CH2:1][NH2:2])[CH:8]=1. (7) Given the reactants [C:1]([O:5][C:6]([NH:8][CH:9]([CH2:15][CH2:16][CH2:17][CH3:18])[C@H:10]([OH:14])[C:11]([OH:13])=O)=[O:7])([CH3:4])([CH3:3])[CH3:2].[C:19]1([C@@H:25]([NH2:27])[CH3:26])[CH:24]=[CH:23][CH:22]=[CH:21][CH:20]=1.C(N(CC)C(C)C)(C)C.CN(C(ON1N=NC2C=CC=NC1=2)=[N+](C)C)C.F[P-](F)(F)(F)(F)F, predict the reaction product. The product is: [C:1]([O:5][C:6](=[O:7])[NH:8][C@H:9]([CH:10]([OH:14])[C:11](=[O:13])[NH:27][C@H:25]([C:19]1[CH:24]=[CH:23][CH:22]=[CH:21][CH:20]=1)[CH3:26])[CH2:15][CH2:16][CH2:17][CH3:18])([CH3:2])([CH3:3])[CH3:4].